This data is from Catalyst prediction with 721,799 reactions and 888 catalyst types from USPTO. The task is: Predict which catalyst facilitates the given reaction. (1) Reactant: CC(C)([O-])C.[Li+].C(OC([O:14][C:15]1[C:24]2[NH:23][C:22](=[O:25])[CH2:21][O:20][C:19]=2[C:18]([CH2:26][CH2:27][N:28]([CH2:36][CH2:37][N:38]([C@@H:45]([CH2:47][CH2:48][CH2:49][CH3:50])[CH3:46])[C:39](=[O:44])[CH2:40][CH2:41]OC)[C:29](=[O:35])[O:30][C:31]([CH3:34])([CH3:33])[CH3:32])=[CH:17][CH:16]=1)=O)(C)(C)C.O.Cl. Product: [CH3:46][C@@H:45]([N:38]([CH2:37][CH2:36][N:28]([CH2:27][CH2:26][C:18]1[C:19]2[O:20][CH2:21][C:22](=[O:25])[NH:23][C:24]=2[C:15]([OH:14])=[CH:16][CH:17]=1)[C:29](=[O:35])[O:30][C:31]([CH3:32])([CH3:33])[CH3:34])[C:39](=[O:44])[CH:40]=[CH2:41])[CH2:47][CH2:48][CH2:49][CH3:50]. The catalyst class is: 3. (2) Reactant: Cl[C:2]1[N:7]=[C:6]([N:8]2[CH2:14][CH:13]3[O:15][CH:10]([CH2:11][CH2:12]3)[CH2:9]2)[CH:5]=[C:4]([Cl:16])[N:3]=1.[I-:17].[Na+].I. Product: [Cl:16][C:4]1[N:3]=[C:2]([I:17])[N:7]=[C:6]([N:8]2[CH2:14][CH:13]3[O:15][CH:10]([CH2:11][CH2:12]3)[CH2:9]2)[CH:5]=1. The catalyst class is: 22. (3) Product: [CH2:1]([O:8][C:9](=[O:36])[N:10]([C@@H:13]1[CH2:21][C:20]2[C:15](=[CH:16][CH:17]=[C:18]([NH2:22])[CH:19]=2)[CH2:14]1)[CH2:11][CH3:12])[C:2]1[CH:7]=[CH:6][CH:5]=[CH:4][CH:3]=1. The catalyst class is: 5. Reactant: [CH2:1]([O:8][C:9](=[O:36])[N:10]([C@@H:13]1[CH2:21][C:20]2[C:15](=[CH:16][CH:17]=[C:18]([N:22]=C(C3C=CC=CC=3)C3C=CC=CC=3)[CH:19]=2)[CH2:14]1)[CH2:11][CH3:12])[C:2]1[CH:7]=[CH:6][CH:5]=[CH:4][CH:3]=1.Cl.NO.CC([O-])=O.[Na+]. (4) Reactant: [CH3:1][O:2][C:3](=[O:15])[CH2:4][O:5][CH2:6][CH2:7][O:8]C1CCCCO1.C1(C)C=CC(S([O-])(=O)=O)=CC=1.[NH+]1C=CC=CC=1. Product: [OH:8][CH2:7][CH2:6][O:5][CH2:4][C:3]([O:2][CH3:1])=[O:15]. The catalyst class is: 5. (5) Reactant: [C:1]([C:5]1[CH:10]=[C:9]([C:11]([CH3:14])([CH3:13])[CH3:12])[CH:8]=[C:7]([O:15]C)[C:6]=1[C:17]1[CH:22]=[CH:21][C:20]([Cl:23])=[CH:19][CH:18]=1)([CH3:4])([CH3:3])[CH3:2].C(=O)=O.CC(C)=O.B(Br)(Br)Br. Product: [C:11]([C:9]1[CH:8]=[C:7]([OH:15])[C:6]([C:17]2[CH:18]=[CH:19][C:20]([Cl:23])=[CH:21][CH:22]=2)=[C:5]([C:1]([CH3:4])([CH3:3])[CH3:2])[CH:10]=1)([CH3:12])([CH3:13])[CH3:14]. The catalyst class is: 2. (6) Reactant: I[C:2]1[C:10]2[C:9]([NH:11][C:12]3[CH:17]=[CH:16][C:15]([O:18][C:19]4[CH:24]=[CH:23][CH:22]=[CH:21][CH:20]=4)=[CH:14][CH:13]=3)=[CH:8][CH:7]=[N:6][C:5]=2[N:4]([CH2:25][C:26]2[CH:31]=[CH:30][C:29]([O:32][CH3:33])=[CH:28][CH:27]=2)[N:3]=1.[OH:34][C@@H:35]1[CH2:39][CH2:38][N:37]([C:40]([O:42][C:43]([CH3:46])([CH3:45])[CH3:44])=[O:41])[CH2:36]1.N1C2C(=CC=C3C=2N=CC=C3)C=CC=1. Product: [CH3:33][O:32][C:29]1[CH:30]=[CH:31][C:26]([CH2:25][N:4]2[C:5]3=[N:6][CH:7]=[CH:8][C:9]([NH:11][C:12]4[CH:17]=[CH:16][C:15]([O:18][C:19]5[CH:24]=[CH:23][CH:22]=[CH:21][CH:20]=5)=[CH:14][CH:13]=4)=[C:10]3[C:2]([O:34][C@@H:35]3[CH2:39][CH2:38][N:37]([C:40]([O:42][C:43]([CH3:46])([CH3:45])[CH3:44])=[O:41])[CH2:36]3)=[N:3]2)=[CH:27][CH:28]=1. The catalyst class is: 432. (7) Reactant: Cl.[Cl:2][C:3]1[C:8]([Cl:9])=[CH:7][CH:6]=[CH:5][C:4]=1[N:10]1[CH2:16][CH2:15][CH2:14][N:13](C(OC(C)(C)C)=O)[CH2:12][CH2:11]1. The catalyst class is: 25. Product: [ClH:2].[Cl:2][C:3]1[C:8]([Cl:9])=[CH:7][CH:6]=[CH:5][C:4]=1[N:10]1[CH2:16][CH2:15][CH2:14][NH:13][CH2:12][CH2:11]1.